Dataset: Full USPTO retrosynthesis dataset with 1.9M reactions from patents (1976-2016). Task: Predict the reactants needed to synthesize the given product. Given the product [Cl:46][C:42]1[CH:41]=[C:40]([C:32]2[C:31]3[C:36](=[CH:37][CH:38]=[C:29]([C:27]([C:24]4[CH:23]=[CH:22][C:21]([Cl:20])=[CH:26][CH:25]=4)([C:11]4[N:7]([CH3:6])[CH:8]=[N:9][CH:10]=4)[OH:28])[CH:30]=3)[N:35]=[C:34]([CH3:39])[N:33]=2)[CH:45]=[CH:44][CH:43]=1, predict the reactants needed to synthesize it. The reactants are: [Li]CCCC.[CH3:6][N:7]1[CH:11]=[CH:10][N:9]=[CH:8]1.Cl[Si](CC)(CC)CC.[Cl:20][C:21]1[CH:26]=[CH:25][C:24]([C:27]([C:29]2[CH:30]=[C:31]3[C:36](=[CH:37][CH:38]=2)[N:35]=[C:34]([CH3:39])[N:33]=[C:32]3[C:40]2[CH:45]=[CH:44][CH:43]=[C:42]([Cl:46])[CH:41]=2)=[O:28])=[CH:23][CH:22]=1.